Dataset: Full USPTO retrosynthesis dataset with 1.9M reactions from patents (1976-2016). Task: Predict the reactants needed to synthesize the given product. (1) Given the product [I:14][C:2]1[S:1][CH:5]=[CH:4][C:3]=1[NH:6][C:7](=[O:13])[O:8][C:9]([CH3:10])([CH3:12])[CH3:11], predict the reactants needed to synthesize it. The reactants are: [S:1]1[CH:5]=[CH:4][C:3]([NH:6][C:7](=[O:13])[O:8][C:9]([CH3:12])([CH3:11])[CH3:10])=[CH:2]1.[I:14]I.[Cl-].[Na+]. (2) Given the product [C:22]([O:1][CH2:2][CH2:3][O:4][C:5]1[CH:6]=[C:7]([CH3:21])[C:8]([C:12]2[CH:19]=[CH:18][CH:17]=[C:14]([CH:15]=[O:16])[C:13]=2[CH3:20])=[C:9]([CH3:11])[N:10]=1)(=[O:24])[CH3:23], predict the reactants needed to synthesize it. The reactants are: [OH:1][CH2:2][CH2:3][O:4][C:5]1[N:10]=[C:9]([CH3:11])[C:8]([C:12]2[C:13]([CH3:20])=[C:14]([CH:17]=[CH:18][CH:19]=2)[CH:15]=[O:16])=[C:7]([CH3:21])[CH:6]=1.[CH2:22]([OH:24])[CH3:23].